Dataset: Forward reaction prediction with 1.9M reactions from USPTO patents (1976-2016). Task: Predict the product of the given reaction. (1) Given the reactants Br[C:2]1[N:10]=[CH:9][C:8]2[NH:7][C:6]3[N:11]=[CH:12][C:13]([C:15]4[CH:20]=[CH:19][C:18]([CH2:21][N:22]5[CH2:27][CH2:26][CH2:25][CH2:24][CH2:23]5)=[C:17]([O:28][CH3:29])[CH:16]=4)=[CH:14][C:5]=3[C:4]=2[CH:3]=1.[CH3:30][N:31]1[CH:35]=[C:34](B2OC(C)(C)C(C)(C)O2)[CH:33]=[N:32]1, predict the reaction product. The product is: [CH3:29][O:28][C:17]1[CH:16]=[C:15]([C:13]2[CH:12]=[N:11][C:6]3[NH:7][C:8]4[CH:9]=[N:10][C:2]([C:34]5[CH:33]=[N:32][N:31]([CH3:30])[CH:35]=5)=[CH:3][C:4]=4[C:5]=3[CH:14]=2)[CH:20]=[CH:19][C:18]=1[CH2:21][N:22]1[CH2:27][CH2:26][CH2:25][CH2:24][CH2:23]1. (2) Given the reactants C1(CCOC2N=C3C(N=C(OC)N3CCC3CCOC3)=C(N)N=2)CC1.FC(F)(F)C(O)=O.[CH3:33][C@H:34]([O:38][C:39]1[NH:40][C:41]([NH2:50])=[C:42]2[C:46]([N:47]=1)=[N:45][C:44]([O:48][CH3:49])=[N:43]2)[CH2:35][CH2:36][CH3:37].Br[CH2:52][CH2:53][CH:54]1[CH2:59][CH2:58][CH2:57][CH2:56][O:55]1, predict the reaction product. The product is: [CH3:33][C@H:34]([O:38][C:39]1[N:47]=[C:46]2[C:42]([N:43]=[C:44]([O:48][CH3:49])[N:45]2[CH2:52][CH2:53][CH:54]2[CH2:59][CH2:58][CH2:57][CH2:56][O:55]2)=[C:41]([NH2:50])[N:40]=1)[CH2:35][CH2:36][CH3:37]. (3) Given the reactants [NH2:1][C:2]1[CH:11]=[CH:10][CH:9]=[C:8]2[C:3]=1[C:4](=[O:21])[N:5]([CH:13]1[CH2:18][CH2:17][C:16](=[O:19])[NH:15][C:14]1=[O:20])[C:6]([CH3:12])=[N:7]2.[Cl:22][CH2:23][C:24](Cl)=[O:25].C(#N)C, predict the reaction product. The product is: [Cl:22][CH2:23][C:24]([NH:1][C:2]1[CH:11]=[CH:10][CH:9]=[C:8]2[C:3]=1[C:4](=[O:21])[N:5]([CH:13]1[CH2:18][CH2:17][C:16](=[O:19])[NH:15][C:14]1=[O:20])[C:6]([CH3:12])=[N:7]2)=[O:25]. (4) The product is: [Br:50][C:51]1[CH:52]=[CH:53][C:54]2[O:63][C:62]3[C:61](=[O:64])[NH:60][C:59]([C@@H:65]4[CH2:69][CH2:68][CH2:67][NH:66]4)=[N:58][C:57]=3[C:55]=2[CH:56]=1. Given the reactants BrC1C=CC2OC3C(=O)NC(C4CCNCC4)=NC=3C=2C=1.BrC1C=CC2OC3C(=O)NC(C4CCN(C(OC(C)(C)C)=O)CC4)=NC=3C=2C=1.[Br:50][C:51]1[CH:52]=[CH:53][C:54]2[O:63][C:62]3[C:61](=[O:64])[NH:60][C:59]([C@@H:65]4[CH2:69][CH2:68][CH2:67][N:66]4C(OC(C)(C)C)=O)=[N:58][C:57]=3[C:55]=2[CH:56]=1, predict the reaction product.